Dataset: Catalyst prediction with 721,799 reactions and 888 catalyst types from USPTO. Task: Predict which catalyst facilitates the given reaction. (1) Reactant: [CH:1]([CH:4]1[C:8](=O)[O:7][C:6]([C:10]2[CH:15]=[CH:14][C:13]([C:16]([F:19])([F:18])[F:17])=[CH:12][CH:11]=2)=[N:5]1)([CH3:3])[CH3:2].[CH3:20][CH2:21][O:22][C:23]([C:25]([CH3:45])=P(C1C=CC=CC=1)(C1C=CC=CC=1)C1C=CC=CC=1)=[O:24]. Product: [CH2:21]([O:22][C:23](=[O:24])[CH:25]([C:8]1[O:7][C:6]([C:10]2[CH:15]=[CH:14][C:13]([C:16]([F:19])([F:18])[F:17])=[CH:12][CH:11]=2)=[N:5][C:4]=1[CH:1]([CH3:3])[CH3:2])[CH3:45])[CH3:20]. The catalyst class is: 11. (2) Reactant: [NH2:1][C:2]1[N:7]=[C:6]([N:8]2[CH2:32][CH2:31][C:11]3([CH2:15][N:14](C(OCC4C=CC=CC=4)=O)[C@H:13]([C:26]([O:28][CH2:29][CH3:30])=[O:27])[CH2:12]3)[CH2:10][CH2:9]2)[CH:5]=[C:4]([O:33][C@H:34]([C:39]2[CH:44]=[CH:43][C:42]([C:45]3[CH:50]=[CH:49][C:48]([CH3:51])=[C:47]([CH2:52][OH:53])[CH:46]=3)=[CH:41][C:40]=2[N:54]2[CH:58]=[CH:57][C:56]([CH3:59])=[N:55]2)[C:35]([F:38])([F:37])[F:36])[N:3]=1. Product: [NH2:1][C:2]1[N:7]=[C:6]([N:8]2[CH2:32][CH2:31][C:11]3([CH2:15][NH:14][C@H:13]([C:26]([O:28][CH2:29][CH3:30])=[O:27])[CH2:12]3)[CH2:10][CH2:9]2)[CH:5]=[C:4]([O:33][C@H:34]([C:39]2[CH:44]=[CH:43][C:42]([C:45]3[CH:50]=[CH:49][C:48]([CH3:51])=[C:47]([CH2:52][OH:53])[CH:46]=3)=[CH:41][C:40]=2[N:54]2[CH:58]=[CH:57][C:56]([CH3:59])=[N:55]2)[C:35]([F:38])([F:37])[F:36])[N:3]=1. The catalyst class is: 99. (3) Reactant: [C:1]([O:5][C:6](=[O:27])[CH2:7][N:8]1[C:16]2[C:11](=[CH:12][C:13]([O:17][CH2:18][C:19]3C=CC=CC=3)=[CH:14][CH:15]=2)[C:10]([C:25]#[N:26])=[N:9]1)([CH3:4])([CH3:3])[CH3:2]. Product: [C:25]([C:10]1[C:11]2[C:16](=[CH:15][CH:14]=[C:13]([O:17][CH2:18][C:19]3[N:9]=[CH:10][CH:11]=[CH:16][N:8]=3)[CH:12]=2)[N:8]([CH2:7][C:6]([O:5][C:1]([CH3:3])([CH3:2])[CH3:4])=[O:27])[N:9]=1)#[N:26]. The catalyst class is: 1. (4) The catalyst class is: 2. Reactant: S([O-])([O-])(=O)=O.[Na+].[Na+].ClC1C=CC=C(C(OO)=[O:16])C=1.[N:19]1[C:24]([CH3:25])=[CH:23][CH:22]=[CH:21][C:20]=1[CH3:26]. Product: [N+:19]1([O-:16])[C:24]([CH3:25])=[CH:23][CH:22]=[CH:21][C:20]=1[CH3:26]. (5) Reactant: [CH2:1]([C@H:3]1[N:12]([C:13](=[O:22])[C:14]2[CH:19]=[CH:18][C:17]([O:20][CH3:21])=[CH:16][CH:15]=2)[C:11]2[C:6](=[CH:7][CH:8]=[C:9]([F:23])[CH:10]=2)[NH:5][C:4]1=[O:24])[CH3:2].C(=O)([O-])[O-].[Cs+].[Cs+].C(=O)([O-])[O-].[K+].[K+].I[CH2:38][CH:39]([CH3:41])[CH3:40]. Product: [CH2:1]([C@H:3]1[N:12]([C:13](=[O:22])[C:14]2[CH:19]=[CH:18][C:17]([O:20][CH3:21])=[CH:16][CH:15]=2)[C:11]2[C:6](=[CH:7][CH:8]=[C:9]([F:23])[CH:10]=2)[N:5]([CH2:38][CH:39]([CH3:41])[CH3:40])[C:4]1=[O:24])[CH3:2]. The catalyst class is: 10. (6) Reactant: [NH:1]1[CH2:6][CH2:5][NH:4][CH2:3][CH2:2]1.CS(O[CH:12]1[CH2:17][CH2:16][CH:15]([CH3:18])[CH2:14][CH2:13]1)(=O)=O. Product: [CH3:18][C@@H:15]1[CH2:16][CH2:17][C@H:12]([N:1]2[CH2:6][CH2:5][NH:4][CH2:3][CH2:2]2)[CH2:13][CH2:14]1. The catalyst class is: 5.